From a dataset of Forward reaction prediction with 1.9M reactions from USPTO patents (1976-2016). Predict the product of the given reaction. The product is: [OH:8][C:9]1[CH:10]=[CH:11][C:12]([C:13]2[O:14][C:15]3[C:20]([C:21](=[O:40])[CH:22]=2)=[CH:19][CH:18]=[CH:17][CH:16]=3)=[CH:41][CH:42]=1. Given the reactants C([O:8][C:9]1[CH:42]=[CH:41][C:12]([C:13]2[O:14][C:15]3[C:20]([C:21](=[O:40])[C:22]=2OC(CCCCC(OCC2C=CC=CC=2)=O)=O)=[CH:19][CH:18]=[CH:17][CH:16]=3)=[CH:11][CH:10]=1)C1C=CC=CC=1.[H][H], predict the reaction product.